From a dataset of Peptide-MHC class I binding affinity with 185,985 pairs from IEDB/IMGT. Regression. Given a peptide amino acid sequence and an MHC pseudo amino acid sequence, predict their binding affinity value. This is MHC class I binding data. (1) The peptide sequence is KPVSDLYTSM. The MHC is HLA-B35:01 with pseudo-sequence HLA-B35:01. The binding affinity (normalized) is 0.672. (2) The peptide sequence is CTSHGKQNV. The MHC is HLA-A01:01 with pseudo-sequence HLA-A01:01. The binding affinity (normalized) is 0.0275.